Dataset: Full USPTO retrosynthesis dataset with 1.9M reactions from patents (1976-2016). Task: Predict the reactants needed to synthesize the given product. (1) Given the product [CH2:22]([O:21][C:20]1[NH:12][C:10]2=[N:11][C:6]([C:2]3[O:1][CH:5]=[CH:4][CH:3]=3)=[C:7]([C:14]3[CH:19]=[CH:18][N:17]=[CH:16][N:15]=3)[CH:8]=[C:9]2[N:13]=1)[CH3:23], predict the reactants needed to synthesize it. The reactants are: [O:1]1[CH:5]=[CH:4][CH:3]=[C:2]1[C:6]1[N:11]=[C:10]([NH2:12])[C:9]([NH2:13])=[CH:8][C:7]=1[C:14]1[CH:19]=[CH:18][N:17]=[CH:16][N:15]=1.[C:20](OCC)(OCC)(OCC)[O:21][CH2:22][CH3:23]. (2) Given the product [CH2:5]([N:7]1[C:18]2[C:19](=[CH:20][C:21]([OH:24])=[CH:22][CH:23]=2)[CH:10]=[CH:9][C:8]1=[O:17])[CH3:6], predict the reactants needed to synthesize it. The reactants are: [Cl-].[Al+3].[Cl-].[Cl-].[CH2:5]([N:7]([C:18]1[CH:23]=[CH:22][C:21]([O:24]C)=[CH:20][CH:19]=1)[C:8](=[O:17])[CH:9]=[CH:10]C1C=CC=CC=1)[CH3:6]. (3) Given the product [CH3:25][O:26][C:19]([C:11]1[O:13][C:7]([C:6]2[CH:5]=[CH:4][C:3]([C:2]([F:1])([F:17])[F:18])=[CH:16][CH:15]=2)=[N:9][C:10]=1[CH3:14])=[O:23], predict the reactants needed to synthesize it. The reactants are: [F:1][C:2]([F:18])([F:17])[C:3]1[CH:16]=[CH:15][C:6]([C:7]([NH:9][CH:10]([CH3:14])[C:11]([OH:13])=O)=O)=[CH:5][CH:4]=1.[C:19](Cl)(=[O:23])C(Cl)=O.[CH3:25][OH:26]. (4) Given the product [Br:14][C:11]1[CH:12]=[CH:13][N:8]([CH2:7][C:6]([CH3:16])([CH3:17])[CH2:5][OH:4])[C:9](=[O:15])[CH:10]=1, predict the reactants needed to synthesize it. The reactants are: [BH4-].[Li+].C[O:4][C:5](=O)[C:6]([CH3:17])([CH3:16])[CH2:7][N:8]1[CH:13]=[CH:12][C:11]([Br:14])=[CH:10][C:9]1=[O:15].CO. (5) Given the product [Cl:1][C:2]1[CH:7]=[C:6]2[C:5](=[CH:4][C:3]=1[OH:22])[O:21][C:23]([CH3:24])=[C:9]([C:10]1[CH:19]=[CH:18][C:13]3[O:14][CH2:15][CH2:16][O:17][C:12]=3[CH:11]=1)[C:8]2=[O:20], predict the reactants needed to synthesize it. The reactants are: [Cl:1][C:2]1[C:3]([OH:22])=[CH:4][C:5]([OH:21])=[C:6]([C:8](=[O:20])[CH2:9][C:10]2[CH:19]=[CH:18][C:13]3[O:14][CH2:15][CH2:16][O:17][C:12]=3[CH:11]=2)[CH:7]=1.[C:23](OC(=O)C)(=O)[CH3:24].C(=O)([O-])[O-].[K+].[K+]. (6) Given the product [CH3:18][CH:17]1[CH2:16][CH2:15][N:14]([C:19](=[O:21])[CH3:20])[CH2:13][CH:12]1[N:2]([CH3:1])[C:3]1[C:4]2[CH:11]=[CH:10][NH:9][C:5]=2[N:6]=[CH:7][N:8]=1, predict the reactants needed to synthesize it. The reactants are: [CH3:1][N:2]([CH:12]1[CH:17]([CH3:18])[CH2:16][CH2:15][NH:14][CH2:13]1)[C:3]1[C:4]2[CH:11]=[CH:10][NH:9][C:5]=2[N:6]=[CH:7][N:8]=1.[C:19](Cl)(=[O:21])[CH3:20]. (7) Given the product [CH3:1][O:2][C:3](=[O:11])[C:4]1[CH:9]=[CH:8][C:7]([CH2:17][CH2:18][CH2:19][CH2:20][CH2:21][CH3:22])=[CH:6][CH:5]=1, predict the reactants needed to synthesize it. The reactants are: [CH3:1][O:2][C:3](=[O:11])[C:4]1[CH:9]=[CH:8][C:7](Cl)=[CH:6][CH:5]=1.C1COCC1.[CH2:17]([Mg]Br)[CH2:18][CH2:19][CH2:20][CH2:21][CH3:22]. (8) Given the product [Cl:13][C:11]1[N:10]=[CH:9][N:8]=[C:7]([NH:33][C@@H:30]2[CH2:31][CH2:32][N:28]([C:25]3[CH:26]=[CH:27][C:22]([F:21])=[CH:23][CH:24]=3)[CH2:29]2)[N:12]=1, predict the reactants needed to synthesize it. The reactants are: O1CCCC1.Cl[C:7]1[N:12]=[C:11]([Cl:13])[N:10]=[CH:9][N:8]=1.C(=O)([O-])[O-].[Na+].[Na+].Cl.[F:21][C:22]1[CH:27]=[CH:26][C:25]([N:28]2[CH2:32][CH2:31][C@@H:30]([NH2:33])[CH2:29]2)=[CH:24][CH:23]=1. (9) Given the product [Cl:1][C:2]1[CH:3]=[CH:4][C:5]([O:19][CH2:20][CH:21]([CH3:22])[CH3:23])=[C:6]([CH2:8][C:9]2[O:13][C:12]([C:14]([O:16][CH2:17][CH3:18])=[O:15])=[C:11]([CH3:25])[CH:10]=2)[CH:7]=1, predict the reactants needed to synthesize it. The reactants are: [Cl:1][C:2]1[CH:3]=[CH:4][C:5]([O:19][CH2:20][CH:21]([CH3:23])[CH3:22])=[C:6]([CH2:8][C:9]2[O:13][C:12]([C:14]([O:16][CH2:17][CH3:18])=[O:15])=[CH:11][CH:10]=2)[CH:7]=1.Cl[C:25]1C=CC(O)=C(CC2OC(C(OCC)=O)=C(C)C=2)C=1. (10) The reactants are: [Br:1][C:2]1[CH:3]=[C:4]2[C:9](=[CH:10][C:11]=1[F:12])[NH:8][CH:7]=[CH:6][C:5]2=O.[Br:14][C:15]1[C:16]([F:26])=[C:17]2[C:22](=[CH:23][CH:24]=1)[NH:21][CH:20]=[CH:19][C:18]2=O.P(Cl)(Cl)([Cl:29])=O. Given the product [Br:1][C:2]1[CH:3]=[C:4]2[C:9](=[CH:10][C:11]=1[F:12])[N:8]=[CH:7][CH:6]=[C:5]2[Cl:29].[Br:14][C:15]1[C:16]([F:26])=[C:17]2[C:22](=[CH:23][CH:24]=1)[N:21]=[CH:20][CH:19]=[C:18]2[Cl:29], predict the reactants needed to synthesize it.